From a dataset of Reaction yield outcomes from USPTO patents with 853,638 reactions. Predict the reaction yield, written as a fraction of the theoretical maximum amount of product (1.0 means a 100% yield; for example, 0.34 means a 34% yield). (1) The reactants are C(O)(=O)C.[NH2:5][NH2:6].F[C:8]1[CH:9]=[C:10]([N:20]2[CH2:24][CH2:23][N:22]([C:25]3[CH:26]=[N:27][CH:28]=[CH:29][C:30]=3[CH3:31])[C:21]2=[O:32])[CH:11]=[CH:12][C:13]=1[C:14](=O)[C:15]([F:18])([F:17])[F:16].CO. The catalyst is C1COCC1.C(Cl)(Cl)Cl. The product is [CH3:31][C:30]1[CH:29]=[CH:28][N:27]=[CH:26][C:25]=1[N:22]1[CH2:23][CH2:24][N:20]([C:10]2[CH:9]=[C:8]3[C:13]([C:14]([C:15]([F:18])([F:17])[F:16])=[N:5][NH:6]3)=[CH:12][CH:11]=2)[C:21]1=[O:32]. The yield is 0.235. (2) The reactants are [NH2:1][C:2]1[C:7]2=[C:8]([C:25]3[CH:26]=[CH:27][C:28]4[C:32]([CH:33]=3)=[N:31][N:30]([CH2:34][C:35]3[CH:40]=[CH:39][CH:38]=[CH:37][CH:36]=3)[CH:29]=4)[CH:9]=[C:10]([C:11]3([OH:24])[CH2:16][CH2:15][CH2:14][N:13](C(OC(C)(C)C)=O)[CH2:12]3)[N:6]2[N:5]=[CH:4][N:3]=1.Cl. The catalyst is CO.O1CCOCC1. The product is [NH2:1][C:2]1[C:7]2=[C:8]([C:25]3[CH:26]=[CH:27][C:28]4[C:32]([CH:33]=3)=[N:31][N:30]([CH2:34][C:35]3[CH:36]=[CH:37][CH:38]=[CH:39][CH:40]=3)[CH:29]=4)[CH:9]=[C:10]([C:11]3([OH:24])[CH2:16][CH2:15][CH2:14][NH:13][CH2:12]3)[N:6]2[N:5]=[CH:4][N:3]=1. The yield is 0.960.